From a dataset of Catalyst prediction with 721,799 reactions and 888 catalyst types from USPTO. Predict which catalyst facilitates the given reaction. (1) Reactant: [F:1][C:2]1[CH:7]=[CH:6][C:5]([C:8](=[O:29])[CH2:9][CH2:10][CH2:11][N:12]2[CH2:28][CH2:27][C@@H:15]3[N:16]4[C:25]5[C:24]([C@@H:14]3[CH2:13]2)=[CH:23][CH:22]=[CH:21][C:20]=5[N:19]([CH3:26])[CH2:18][CH2:17]4)=[CH:4][CH:3]=1.[CH3:30][Mg]Br.CCOCC. Product: [F:1][C:2]1[CH:7]=[CH:6][C:5]([C:8]([OH:29])([CH2:9][CH2:10][CH2:11][N:12]2[CH2:28][CH2:27][C@@H:15]3[N:16]4[C:25]5[C:24]([C@@H:14]3[CH2:13]2)=[CH:23][CH:22]=[CH:21][C:20]=5[N:19]([CH3:26])[CH2:18][CH2:17]4)[CH3:30])=[CH:4][CH:3]=1. The catalyst class is: 1. (2) Reactant: [CH2:1]([O:3][C:4](=[O:16])[CH2:5][C:6]1[C:11]([C:12]([F:15])([F:14])[F:13])=[CH:10][CH:9]=[CH:8][N:7]=1)[CH3:2].Br[CH:18]([CH2:21][CH2:22][O:23][CH3:24])[CH:19]=O.C(=O)(O)[O-].[Na+]. Product: [CH2:1]([O:3][C:4]([C:5]1[CH:19]=[C:18]([CH2:21][CH2:22][O:23][CH3:24])[N:7]2[C:6]=1[C:11]([C:12]([F:13])([F:14])[F:15])=[CH:10][CH:9]=[CH:8]2)=[O:16])[CH3:2]. The catalyst class is: 4.